This data is from Peptide-MHC class II binding affinity with 134,281 pairs from IEDB. The task is: Regression. Given a peptide amino acid sequence and an MHC pseudo amino acid sequence, predict their binding affinity value. This is MHC class II binding data. (1) The peptide sequence is HEMNNGGDAMYMALI. The MHC is HLA-DQA10201-DQB10303 with pseudo-sequence HLA-DQA10201-DQB10303. The binding affinity (normalized) is 0.243. (2) The peptide sequence is TPESATPFPHRKGVL. The MHC is DRB3_0202 with pseudo-sequence DRB3_0202. The binding affinity (normalized) is 0.530. (3) The peptide sequence is AGQISVQPTFSVQRN. The MHC is DRB1_0405 with pseudo-sequence DRB1_0405. The binding affinity (normalized) is 0.463. (4) The peptide sequence is TGKKITAHLKRLWKM. The binding affinity (normalized) is 0.458. The MHC is DRB3_0301 with pseudo-sequence DRB3_0301.